This data is from Full USPTO retrosynthesis dataset with 1.9M reactions from patents (1976-2016). The task is: Predict the reactants needed to synthesize the given product. (1) The reactants are: [CH3:1][O:2][C:3]1[C:4]([O:24][CH3:25])=[CH:5][C:6]2[N:12]([CH3:13])[CH2:11][CH2:10][N:9]=[C:8]([C:14]3[CH:15]=[C:16]([CH:20]=[CH:21][CH:22]=3)[C:17]([OH:19])=O)[C:7]=2[CH:23]=1.Cl.[NH2:27][CH2:28][CH2:29][CH2:30][CH2:31][CH2:32][C:33]([NH2:35])=[O:34].CN1CC[O:40]CC1.F[P-](F)(F)(F)(F)F.N1(O[P+](N(C)C)(N(C)C)N(C)C)C2C=CC=CC=2N=N1. Given the product [NH2:35][C:33](=[O:34])[CH2:32][CH2:31][CH2:30][CH2:29][CH2:28][NH:27][C:17](=[O:19])[C:16]1[CH:20]=[CH:21][CH:22]=[C:14]([C:8]2[C:7]3[CH:23]=[C:3]([O:2][CH3:1])[C:4]([O:24][CH3:25])=[CH:5][C:6]=3[N:12]([CH3:13])[C:11](=[O:40])[CH2:10][N:9]=2)[CH:15]=1, predict the reactants needed to synthesize it. (2) Given the product [C:1]([OH:12])(=[O:11])[C:2]1[CH:10]=[CH:9][CH:8]=[C:4]([C:5]([OH:7])=[O:6])[CH:3]=1.[CH2:13]([C:15]1[NH:16][CH:17]=[C:18]([CH3:20])[N:19]=1)[CH3:14], predict the reactants needed to synthesize it. The reactants are: [C:1]([OH:12])(=[O:11])[C:2]1[CH:10]=[CH:9][CH:8]=[C:4]([C:5]([OH:7])=[O:6])[CH:3]=1.[CH2:13]([C:15]1[NH:16][CH:17]=[C:18]([CH3:20])[N:19]=1)[CH3:14]. (3) The reactants are: [NH2:1][CH2:2][C:3]([C:6]1[CH:7]=[C:8]([NH:12][C:13](=[O:24])[C:14]2[CH:19]=[CH:18][C:17]([O:20][CH3:21])=[C:16]([O:22][CH3:23])[CH:15]=2)[CH:9]=[CH:10][CH:11]=1)([CH3:5])[CH3:4].[CH3:25][N:26]1[C:34]2[C:29](=[CH:30][CH:31]=[CH:32][CH:33]=2)[C:28]([C:35](Cl)=[O:36])=[N:27]1.N1C=CC=CC=1. Given the product [CH3:23][O:22][C:16]1[CH:15]=[C:14]([CH:19]=[CH:18][C:17]=1[O:20][CH3:21])[C:13]([NH:12][C:8]1[CH:7]=[C:6]([C:3]([CH3:5])([CH3:4])[CH2:2][NH:1][C:35]([C:28]2[C:29]3[C:34](=[CH:33][CH:32]=[CH:31][CH:30]=3)[N:26]([CH3:25])[N:27]=2)=[O:36])[CH:11]=[CH:10][CH:9]=1)=[O:24], predict the reactants needed to synthesize it.